Dataset: Peptide-MHC class I binding affinity with 185,985 pairs from IEDB/IMGT. Task: Regression. Given a peptide amino acid sequence and an MHC pseudo amino acid sequence, predict their binding affinity value. This is MHC class I binding data. (1) The peptide sequence is KLMPGSIYV. The MHC is HLA-B15:01 with pseudo-sequence HLA-B15:01. The binding affinity (normalized) is 0.552. (2) The peptide sequence is QVFLKMRRIF. The MHC is HLA-A29:02 with pseudo-sequence HLA-A29:02. The binding affinity (normalized) is 0.158. (3) The peptide sequence is LVSSGNTLY. The MHC is HLA-A02:01 with pseudo-sequence HLA-A02:01. The binding affinity (normalized) is 0.213. (4) The peptide sequence is NIMEFCKAY. The MHC is HLA-B58:01 with pseudo-sequence HLA-B58:01. The binding affinity (normalized) is 0.0847. (5) The peptide sequence is FLAHLQWFA. The MHC is HLA-A68:02 with pseudo-sequence HLA-A68:02. The binding affinity (normalized) is 0.741. (6) The peptide sequence is IPEYNDGLL. The MHC is H-2-Ld with pseudo-sequence H-2-Ld. The binding affinity (normalized) is 0.160.